From a dataset of Catalyst prediction with 721,799 reactions and 888 catalyst types from USPTO. Predict which catalyst facilitates the given reaction. Reactant: [Br:1][C:2]1[C:3]([CH3:11])=[C:4]([CH:8]=[CH:9][CH:10]=1)[C:5]([NH2:7])=O.B. Product: [Br:1][C:2]1[C:3]([CH3:11])=[C:4]([CH:8]=[CH:9][CH:10]=1)[CH2:5][NH2:7]. The catalyst class is: 1.